Dataset: NCI-60 drug combinations with 297,098 pairs across 59 cell lines. Task: Regression. Given two drug SMILES strings and cell line genomic features, predict the synergy score measuring deviation from expected non-interaction effect. Synergy scores: CSS=4.13, Synergy_ZIP=0.531, Synergy_Bliss=5.40, Synergy_Loewe=3.99, Synergy_HSA=3.93. Drug 1: CS(=O)(=O)C1=CC(=C(C=C1)C(=O)NC2=CC(=C(C=C2)Cl)C3=CC=CC=N3)Cl. Cell line: BT-549. Drug 2: COCCOC1=C(C=C2C(=C1)C(=NC=N2)NC3=CC=CC(=C3)C#C)OCCOC.Cl.